This data is from Reaction yield outcomes from USPTO patents with 853,638 reactions. The task is: Predict the reaction yield, written as a fraction of the theoretical maximum amount of product (1.0 means a 100% yield; for example, 0.34 means a 34% yield). (1) The reactants are [O:1]=[C:2]1[C:6]2([CH2:11][CH2:10][NH:9][CH2:8][CH2:7]2)[N:5]([C:12]2[CH:17]=[CH:16][CH:15]=[CH:14][CH:13]=2)[CH2:4][N:3]1[CH2:18][C:19]1[CH:20]=[C:21]([CH:29]=[CH:30][CH:31]=1)[C:22]([O:24][C:25]([CH3:28])([CH3:27])[CH3:26])=[O:23].I[CH2:33][CH2:34][CH2:35][C:36]([C:38]1[CH:43]=[CH:42][C:41]([O:44][CH3:45])=[CH:40][CH:39]=1)=[O:37].C(=O)([O-])[O-].[K+].[K+]. The catalyst is CN(C)C=O. The product is [CH3:45][O:44][C:41]1[CH:42]=[CH:43][C:38]([C:36](=[O:37])[CH2:35][CH2:34][CH2:33][N:9]2[CH2:10][CH2:11][C:6]3([N:5]([C:12]4[CH:13]=[CH:14][CH:15]=[CH:16][CH:17]=4)[CH2:4][N:3]([CH2:18][C:19]4[CH:20]=[C:21]([CH:29]=[CH:30][CH:31]=4)[C:22]([O:24][C:25]([CH3:28])([CH3:26])[CH3:27])=[O:23])[C:2]3=[O:1])[CH2:7][CH2:8]2)=[CH:39][CH:40]=1. The yield is 0.250. (2) The reactants are [CH2:1]([O:3][C:4]([C:6]1[CH:7]=[N:8][C:9]2[N:10]([N:21]=[CH:22][C:23]=2[S:24]([OH:27])(=O)=[O:25])[C:11]=1[NH:12][C:13]1[CH:18]=[CH:17][C:16]([F:19])=[CH:15][C:14]=1[CH3:20])=[O:5])[CH3:2].S(Cl)(Cl)=O.CN(C=O)C.[C:37]([NH2:41])([CH3:40])([CH3:39])[CH3:38].C(N(CC)CC)C.Cl. The catalyst is ClCCCl. The product is [C:37]([NH:41][S:24]([C:23]1[CH:22]=[N:21][N:10]2[C:11]([NH:12][C:13]3[CH:18]=[CH:17][C:16]([F:19])=[CH:15][C:14]=3[CH3:20])=[C:6]([C:4]([O:3][CH2:1][CH3:2])=[O:5])[CH:7]=[N:8][C:9]=12)(=[O:25])=[O:27])([CH3:40])([CH3:39])[CH3:38]. The yield is 0.630.